From a dataset of Full USPTO retrosynthesis dataset with 1.9M reactions from patents (1976-2016). Predict the reactants needed to synthesize the given product. (1) Given the product [C:1]([C:5]1[C:6]([OH:16])=[C:7]([C:11]([CH3:15])=[C:12]([Cl:14])[CH:13]=1)[C:8]([NH:17][C:18]1[CH:23]=[CH:22][C:21]([S:24]([C:27]([F:28])([F:29])[F:30])(=[O:25])=[O:26])=[CH:20][C:19]=1[N:31]([CH2:35][CH2:36][CH3:37])[CH2:32][CH2:33][CH3:34])=[O:10])([CH3:2])([CH3:3])[CH3:4], predict the reactants needed to synthesize it. The reactants are: [C:1]([C:5]1[C:6]([OH:16])=[C:7]([C:11]([CH3:15])=[C:12]([Cl:14])[CH:13]=1)[C:8]([OH:10])=O)([CH3:4])([CH3:3])[CH3:2].[NH2:17][C:18]1[CH:23]=[CH:22][C:21]([S:24]([C:27]([F:30])([F:29])[F:28])(=[O:26])=[O:25])=[CH:20][C:19]=1[N:31]([CH2:35][CH2:36][CH3:37])[CH2:32][CH2:33][CH3:34]. (2) Given the product [OH:38][CH2:37][CH2:36][O:35][CH2:34][CH2:33][N:27]1[CH2:32][CH2:31][N:30]([C:2]2[C:8]3[CH:9]=[CH:10][C:11]([C:13]([NH2:15])=[O:14])=[CH:12][C:7]=3[S:6][C:5]3[CH:16]=[CH:17][CH:18]=[CH:19][C:4]=3[N:3]=2)[CH2:29][CH2:28]1, predict the reactants needed to synthesize it. The reactants are: Cl[C:2]1[C:8]2[CH:9]=[CH:10][C:11]([C:13]([NH2:15])=[O:14])=[CH:12][C:7]=2[S:6][C:5]2[CH:16]=[CH:17][CH:18]=[CH:19][C:4]=2[N:3]=1.C1(C)C=CC=CC=1.[N:27]1([CH2:33][CH2:34][O:35][CH2:36][CH2:37][OH:38])[CH2:32][CH2:31][NH:30][CH2:29][CH2:28]1. (3) Given the product [CH3:16][C:6]1[CH:11]=[C:10]([CH3:12])[CH:9]=[C:8]([CH3:13])[C:7]=1[C:18]1[CH:23]=[CH:22][CH:21]=[CH:20][N:19]=1, predict the reactants needed to synthesize it. The reactants are: C1COCC1.[C:6]1([CH3:16])[CH:11]=[C:10]([CH3:12])[CH:9]=[C:8]([CH3:13])[C:7]=1[Mg]Br.Br[C:18]1[CH:23]=[CH:22][CH:21]=[CH:20][N:19]=1.[Cl-].C(C1C=CC=C(C(C)C)C=1[NH+]1CCN(C2C(C(C)C)=CC=CC=2C(C)C)C1)(C)C. (4) Given the product [OH:32][C:9]1[C:8]([P:7](=[O:20])([C:14]2[CH:19]=[CH:18][CH:17]=[CH:16][CH:15]=2)[C:1]2[CH:6]=[CH:5][CH:4]=[CH:3][CH:2]=2)=[CH:13][CH:12]=[CH:11][N:10]=1, predict the reactants needed to synthesize it. The reactants are: [C:1]1([P:7](=[O:20])([C:14]2[CH:19]=[CH:18][CH:17]=[CH:16][CH:15]=2)[C:8]2[CH:9]=[N:10][CH:11]=[CH:12][CH:13]=2)[CH:6]=[CH:5][CH:4]=[CH:3][CH:2]=1.C([N-]C(C)C)(C)C.[Li+].C1C[O:32]CC1. (5) Given the product [C:30]([CH2:32][CH2:33][NH:34][C:35]([N:9]1[C@H:6]2[CH2:7][CH2:8][C@@H:2]1[CH2:3][N:4]([C:10]1[CH:15]=[CH:14][N:13]=[C:12]([NH:16][C:17]3[CH:18]=[N:19][N:20]([CH3:22])[CH:21]=3)[N:11]=1)[CH2:5]2)=[O:36])#[N:31], predict the reactants needed to synthesize it. The reactants are: Cl.[C@@H:2]12[NH:9][C@@H:6]([CH2:7][CH2:8]1)[CH2:5][N:4]([C:10]1[CH:15]=[CH:14][N:13]=[C:12]([NH:16][C:17]3[CH:18]=[N:19][N:20]([CH3:22])[CH:21]=3)[N:11]=1)[CH2:3]2.C(N(CC)CC)C.[C:30]([CH2:32][CH2:33][NH:34][C:35](N1C=CN=C1)=[O:36])#[N:31]. (6) Given the product [OH:23][C@@H:15]1[CH2:16][C:17]2[C:22](=[CH:21][CH:20]=[CH:19][CH:18]=2)[C@H:14]1[N:4]1[CH2:5][CH2:6][N:1]([C:7]([O:9][C:10]([CH3:13])([CH3:12])[CH3:11])=[O:8])[CH2:2][CH2:3]1, predict the reactants needed to synthesize it. The reactants are: [N:1]1([C:7]([O:9][C:10]([CH3:13])([CH3:12])[CH3:11])=[O:8])[CH2:6][CH2:5][NH:4][CH2:3][CH2:2]1.[CH:14]12[O:23][CH:15]1[CH2:16][C:17]1[C:22]2=[CH:21][CH:20]=[CH:19][CH:18]=1. (7) Given the product [CH2:33]([O:35][C:36]([N:26]1[CH2:25][CH2:24][N:23]([C:21]([C:16]2[NH:17][C:18]3[C:14]([CH:15]=2)=[CH:13][C:12]([C:10]([N:7]2[CH2:8][CH2:9][N:4]([CH:1]([CH3:2])[CH3:3])[CH2:5][CH2:6]2)=[O:11])=[CH:20][CH:19]=3)=[O:22])[CH2:28][CH2:27]1)=[O:37])[CH3:34], predict the reactants needed to synthesize it. The reactants are: [CH:1]([N:4]1[CH2:9][CH2:8][N:7]([C:10]([C:12]2[CH:13]=[C:14]3[C:18](=[CH:19][CH:20]=2)[NH:17][C:16]([C:21]([N:23]2[CH2:28][CH2:27][N:26](S(C)(=O)=O)[CH2:25][CH2:24]2)=[O:22])=[CH:15]3)=[O:11])[CH2:6][CH2:5]1)([CH3:3])[CH3:2].[CH2:33]([O:35][C:36](N1CCNCC1)=[O:37])[CH3:34]. (8) Given the product [F:1][C:2]1[CH:3]=[CH:4][C:5]([NH:6][C:7]([NH:9][C:10]2[CH:31]=[CH:30][C:13]([O:14][C:15]3[C:24]4[C:19](=[CH:20][C:21]([O:28][CH3:29])=[C:22]([C:25]([O:27][CH:41]([CH3:42])[CH3:40])=[O:26])[CH:23]=4)[N:18]=[CH:17][CH:16]=3)=[CH:12][CH:11]=2)=[O:8])=[CH:32][CH:33]=1, predict the reactants needed to synthesize it. The reactants are: [F:1][C:2]1[CH:33]=[CH:32][C:5]([NH:6][C:7]([NH:9][C:10]2[CH:31]=[CH:30][C:13]([O:14][C:15]3[C:24]4[C:19](=[CH:20][C:21]([O:28][CH3:29])=[C:22]([C:25]([OH:27])=[O:26])[CH:23]=4)[N:18]=[CH:17][CH:16]=3)=[CH:12][CH:11]=2)=[O:8])=[CH:4][CH:3]=1.Cl.C(N=C=N[CH2:40][CH2:41][CH2:42]N(C)C)C.C(N(CC)CC)C.CC(O)C.